From a dataset of Reaction yield outcomes from USPTO patents with 853,638 reactions. Predict the reaction yield, written as a fraction of the theoretical maximum amount of product (1.0 means a 100% yield; for example, 0.34 means a 34% yield). (1) The reactants are [F:1][C:2]1[CH:7]=[CH:6][CH:5]=[CH:4][C:3]=1[N:8]1[C:16]2[C:11](=[C:12]([N:17]3[CH2:24][CH:23]4[CH:19]([CH2:20][NH:21][CH2:22]4)[C:18]3=[O:25])[CH:13]=[CH:14][CH:15]=2)[CH:10]=[N:9]1.C(N(C(C)C)C(C)C)C.[OH:35][CH:36]([CH3:41])[CH2:37][C:38](O)=[O:39].F[P-](F)(F)(F)(F)F.CN(C(N1C2C(=NC=CC=2)[N+]([O-])=N1)=[N+](C)C)C. The product is [F:1][C:2]1[CH:7]=[CH:6][CH:5]=[CH:4][C:3]=1[N:8]1[C:16]2[C:11](=[C:12]([N:17]3[CH2:24][C@@H:23]4[C@H:19]([CH2:20][N:21]([C:38](=[O:39])[CH2:37][CH:36]([OH:35])[CH3:41])[CH2:22]4)[C:18]3=[O:25])[CH:13]=[CH:14][CH:15]=2)[CH:10]=[N:9]1. The catalyst is O1CCCC1. The yield is 0.400. (2) The reactants are Cl[CH2:2][CH2:3][O:4][C:5]1[CH:6]=[C:7]2[C:12](=[CH:13][C:14]=1[O:15][CH3:16])[N:11]=[C:10]([C:17]1[CH:22]=[CH:21][CH:20]=[C:19]([C:23]3[CH:28]=[CH:27][CH:26]=[CH:25][CH:24]=3)[CH:18]=1)[N:9]=[C:8]2[NH:29][C:30]1[CH:31]=[C:32]2[C:36](=[CH:37][CH:38]=1)[N:35](C(OC(C)(C)C)=O)[N:34]=[CH:33]2.[NH:46]1[CH2:50][CH2:49][CH2:48][CH2:47]1. The catalyst is CS(C)=O. The product is [C:23]1([C:19]2[CH:18]=[C:17]([C:10]3[N:9]=[C:8]([NH:29][C:30]4[CH:31]=[C:32]5[C:36](=[CH:37][CH:38]=4)[NH:35][N:34]=[CH:33]5)[C:7]4[C:12](=[CH:13][C:14]([O:15][CH3:16])=[C:5]([O:4][CH2:3][CH2:2][N:46]5[CH2:50][CH2:49][CH2:48][CH2:47]5)[CH:6]=4)[N:11]=3)[CH:22]=[CH:21][CH:20]=2)[CH:24]=[CH:25][CH:26]=[CH:27][CH:28]=1. The yield is 0.190. (3) The reactants are [N+:1]([O-:4])(O)=[O:2].[Br:5][C:6]1[CH:11]=[C:10]([F:12])[CH:9]=[CH:8][C:7]=1[CH2:13][C:14]([OH:16])=[O:15]. No catalyst specified. The product is [Br:5][C:6]1[CH:11]=[C:10]([F:12])[C:9]([N+:1]([O-:4])=[O:2])=[CH:8][C:7]=1[CH2:13][C:14]([OH:16])=[O:15]. The yield is 0.920. (4) The reactants are [CH2:1]([CH:3]([NH:6][C:7]([NH:9][CH:10]([CH2:13][CH3:14])[CH2:11][CH3:12])=[O:8])[CH2:4][CH3:5])[CH3:2].[C:15](Cl)(=[O:20])[CH2:16][C:17](Cl)=[O:18]. The catalyst is C(Cl)(Cl)Cl. The product is [CH2:4]([CH:3]([N:6]1[C:17](=[O:18])[CH2:16][C:15](=[O:20])[N:9]([CH:10]([CH2:11][CH3:12])[CH2:13][CH3:14])[C:7]1=[O:8])[CH2:1][CH3:2])[CH3:5]. The yield is 0.390. (5) The yield is 0.500. The product is [CH2:25]([N:32]([CH2:11][CH2:10][C:7]1[CH:6]=[CH:5][C:4]([N+:1]([O-:3])=[O:2])=[CH:9][CH:8]=1)[CH2:33][C@@H:34]([C:43]1[CH:52]=[CH:51][C:50]([O:53][CH2:54][C:55]2[CH:56]=[CH:57][CH:58]=[CH:59][CH:60]=2)=[C:49]2[C:44]=1[CH:45]=[CH:46][C:47](=[O:61])[NH:48]2)[O:35][Si:36]([C:39]([CH3:42])([CH3:41])[CH3:40])([CH3:38])[CH3:37])[C:26]1[CH:31]=[CH:30][CH:29]=[CH:28][CH:27]=1. The catalyst is C(#N)C. The reactants are [N+:1]([C:4]1[CH:9]=[CH:8][C:7]([CH2:10][CH2:11]OS(C2C=CC([N+]([O-])=O)=CC=2)(=O)=O)=[CH:6][CH:5]=1)([O-:3])=[O:2].[CH2:25]([NH:32][CH2:33][C@@H:34]([C:43]1[CH:52]=[CH:51][C:50]([O:53][CH2:54][C:55]2[CH:60]=[CH:59][CH:58]=[CH:57][CH:56]=2)=[C:49]2[C:44]=1[CH:45]=[CH:46][C:47](=[O:61])[NH:48]2)[O:35][Si:36]([C:39]([CH3:42])([CH3:41])[CH3:40])([CH3:38])[CH3:37])[C:26]1[CH:31]=[CH:30][CH:29]=[CH:28][CH:27]=1.C(N(CC)C(C)C)(C)C.CCOC(C)=O. (6) The reactants are [Si:1]([O:8][C@H:9]([CH3:15])[C:10]([O:12]CC)=O)([C:4]([CH3:7])([CH3:6])[CH3:5])([CH3:3])[CH3:2].[Cl:16][CH2:17]C([O-])=O.[Na+].C(N(CC)CC)C.C([Mg]Cl)(C)(C)C.Cl. The catalyst is C1COCC1. The product is [Cl:16][CH2:17][C:10](=[O:12])[C@H:9]([O:8][Si:1]([C:4]([CH3:5])([CH3:6])[CH3:7])([CH3:2])[CH3:3])[CH3:15]. The yield is 1.00.